From a dataset of Forward reaction prediction with 1.9M reactions from USPTO patents (1976-2016). Predict the product of the given reaction. (1) The product is: [Br:8][C:5]1[CH:6]=[CH:7][C:2]([O:9][C@@H:10]2[CH2:14][CH2:13][O:12][CH2:11]2)=[N:3][CH:4]=1. Given the reactants Br[C:2]1[CH:7]=[CH:6][C:5]([Br:8])=[CH:4][N:3]=1.[OH:9][C@@H:10]1[CH2:14][CH2:13][O:12][CH2:11]1, predict the reaction product. (2) Given the reactants Cl[C:2]1[N:7]=[C:6]([CH3:8])[N:5]=[C:4]([N:9]2[C:17]3[C:12](=[CH:13][C:14]([C:18]([NH:20][CH2:21][C:22]4[CH:27]=[CH:26][CH:25]=[CH:24][C:23]=4[O:28][C:29]([F:32])([F:31])[F:30])=[O:19])=[CH:15][CH:16]=3)[CH2:11][CH2:10]2)[N:3]=1.[OH-].[NH4+:34].C(O)(C(F)(F)F)=O, predict the reaction product. The product is: [NH2:34][C:2]1[N:7]=[C:6]([CH3:8])[N:5]=[C:4]([N:9]2[C:17]3[C:12](=[CH:13][C:14]([C:18]([NH:20][CH2:21][C:22]4[CH:27]=[CH:26][CH:25]=[CH:24][C:23]=4[O:28][C:29]([F:32])([F:31])[F:30])=[O:19])=[CH:15][CH:16]=3)[CH2:11][CH2:10]2)[N:3]=1. (3) Given the reactants [CH3:1][C:2]1([C:6]([NH:8][C:9]2[CH:14]=[CH:13][CH:12]=[C:11]([N+:15]([O-])=O)[CH:10]=2)=[O:7])[CH2:5][O:4][CH2:3]1, predict the reaction product. The product is: [NH2:15][C:11]1[CH:10]=[C:9]([NH:8][C:6]([C:2]2([CH3:1])[CH2:5][O:4][CH2:3]2)=[O:7])[CH:14]=[CH:13][CH:12]=1. (4) Given the reactants Cl.[F:2][CH2:3][CH2:4][NH2:5].C(N(CC)C(C)C)(C)C.CN(C(ON1N=NC2C=CC=NC1=2)=[N+](C)C)C.F[P-](F)(F)(F)(F)F.[C:39]([C:43]1[N:47]([CH2:48][CH:49]2[CH2:54][CH2:53][O:52][CH2:51][CH2:50]2)[C:46]2[CH:55]=[CH:56][C:57]([S:59]([N:62]3[CH:66]=[CH:65][C:64]([C:67](O)=[O:68])=[CH:63]3)(=[O:61])=[O:60])=[CH:58][C:45]=2[N:44]=1)([CH3:42])([CH3:41])[CH3:40], predict the reaction product. The product is: [C:39]([C:43]1[N:47]([CH2:48][CH:49]2[CH2:54][CH2:53][O:52][CH2:51][CH2:50]2)[C:46]2[CH:55]=[CH:56][C:57]([S:59]([N:62]3[CH:66]=[CH:65][C:64]([C:67]([NH:5][CH2:4][CH2:3][F:2])=[O:68])=[CH:63]3)(=[O:61])=[O:60])=[CH:58][C:45]=2[N:44]=1)([CH3:42])([CH3:40])[CH3:41].